Dataset: Forward reaction prediction with 1.9M reactions from USPTO patents (1976-2016). Task: Predict the product of the given reaction. (1) Given the reactants Cl[C:2]1[N:7]=[C:6]([F:8])[C:5]2[O:9][C:10]3[C:15]([C@@:16]4([CH2:21][CH2:20][S:19][C:18]([NH2:22])=[N:17]4)[C:4]=2[CH:3]=1)=[CH:14][C:13]([NH2:23])=[CH:12][CH:11]=3.[O:24]1[CH2:29][CH:28]=[C:27](B2OC(C)(C)C(C)(C)O2)[CH2:26][CH2:25]1.[O-]P([O-])([O-])=O.[K+].[K+].[K+].N#N, predict the reaction product. The product is: [O:24]1[CH2:25][CH:26]=[C:27]([C:2]2[N:7]=[C:6]([F:8])[C:5]3[O:9][C:10]4[C:15]([C@@:16]5([CH2:21][CH2:20][S:19][C:18]([NH2:22])=[N:17]5)[C:4]=3[CH:3]=2)=[CH:14][C:13]([NH2:23])=[CH:12][CH:11]=4)[CH2:28][CH2:29]1. (2) Given the reactants [Cl:1][C:2]1[CH:3]=[C:4]([C:9]2([C:28]([F:31])([F:30])[F:29])[O:13][N:12]=[C:11]([C:14]3[N:15]4[C:19]([C:20]([C:23]([OH:25])=O)=[CH:21][CH:22]=3)=[C:18]([CH3:26])[CH:17]=[C:16]4[CH3:27])[CH2:10]2)[CH:5]=[C:6]([Cl:8])[CH:7]=1.[F:32][C:33]([F:37])([F:36])[CH2:34][NH2:35], predict the reaction product. The product is: [F:32][C:33]([F:37])([F:36])[CH2:34][NH:35][C:23]([C:20]1[C:19]2[N:15]([C:16]([CH3:27])=[CH:17][C:18]=2[CH3:26])[C:14]([C:11]2[CH2:10][C:9]([C:4]3[CH:5]=[C:6]([Cl:8])[CH:7]=[C:2]([Cl:1])[CH:3]=3)([C:28]([F:29])([F:31])[F:30])[O:13][N:12]=2)=[CH:22][CH:21]=1)=[O:25]. (3) Given the reactants [Br:1][C:2]1[CH:3]=[C:4]([OH:8])[CH:5]=[CH:6][CH:7]=1.Cl[CH2:10][CH2:11][CH2:12][O:13][CH3:14].C([O-])([O-])=O.[K+].[K+], predict the reaction product. The product is: [Br:1][C:2]1[CH:7]=[CH:6][CH:5]=[C:4]([O:8][CH2:10][CH2:11][CH2:12][O:13][CH3:14])[CH:3]=1. (4) The product is: [OH:35][C:31]1[CH:30]=[C:29]([CH2:28][CH2:27][CH2:26][NH:25][C:21]2[N:20]=[C:19]([CH3:36])[C:18]([C:16]([NH:15][C@@H:4]([CH2:5][NH:6][C:7]([C:9]3[S:10][C:11]([CH3:14])=[CH:12][CH:13]=3)=[O:8])[C:3]([OH:37])=[O:2])=[O:17])=[C:23]([CH3:24])[N:22]=2)[CH:34]=[CH:33][CH:32]=1. Given the reactants C[O:2][C:3](=[O:37])[C@@H:4]([NH:15][C:16]([C:18]1[C:19]([CH3:36])=[N:20][C:21]([NH:25][CH2:26][CH2:27][CH2:28][C:29]2[CH:34]=[CH:33][CH:32]=[C:31]([OH:35])[CH:30]=2)=[N:22][C:23]=1[CH3:24])=[O:17])[CH2:5][NH:6][C:7]([C:9]1[S:10][C:11]([CH3:14])=[CH:12][CH:13]=1)=[O:8].O.[OH-].[Li+].S([O-])(O)(=O)=O.[K+], predict the reaction product. (5) The product is: [F:9][C:4]1[CH:3]=[C:2]([N:10]2[CH:14]=[CH:13][N:12]=[N:11]2)[CH:7]=[CH:6][C:5]=1[OH:8]. Given the reactants Br[C:2]1[CH:7]=[CH:6][C:5]([OH:8])=[C:4]([F:9])[CH:3]=1.[N:10]1[NH:11][N:12]=[CH:13][CH:14]=1.P([O-])([O-])([O-])=O.[K+].[K+].[K+].CNCCNC.Cl, predict the reaction product.